From a dataset of Reaction yield outcomes from USPTO patents with 853,638 reactions. Predict the reaction yield, written as a fraction of the theoretical maximum amount of product (1.0 means a 100% yield; for example, 0.34 means a 34% yield). (1) The reactants are Br[C:2]1[C:7]([C:8]([F:11])([F:10])[F:9])=[CH:6][CH:5]=[CH:4][C:3]=1[CH:12]([O:17][C:18]([CH3:21])([CH3:20])[CH3:19])[C:13]([O:15][CH3:16])=[O:14].C(=O)([O-])[O-].[Na+].[Na+].CC1(C)C(C)(C)OB([C:36]2[CH:37]=[C:38]3[C:43](=[CH:44][CH:45]=2)[O:42][CH2:41][CH2:40][CH2:39]3)O1. The catalyst is O1CCOCC1.O.C1(P(C2C=CC=CC=2)C2C=CC=CC=2)C=CC=CC=1.C1(P(C2C=CC=CC=2)C2C=CC=CC=2)C=CC=CC=1.C1(P(C2C=CC=CC=2)C2C=CC=CC=2)C=CC=CC=1.C1(P(C2C=CC=CC=2)C2C=CC=CC=2)C=CC=CC=1.[Pd]. The product is [C:18]([O:17][CH:12]([C:3]1[CH:4]=[CH:5][CH:6]=[C:7]([C:8]([F:11])([F:10])[F:9])[C:2]=1[C:36]1[CH:45]=[CH:44][C:43]2[O:42][CH2:41][CH2:40][CH2:39][C:38]=2[CH:37]=1)[C:13]([O:15][CH3:16])=[O:14])([CH3:21])([CH3:20])[CH3:19]. The yield is 0.700. (2) The yield is 0.100. The product is [Br:11][C:8]1[CH:9]=[CH:10][C:5]([C:3]2[N:20]=[C:18]([C:13]3[CH:14]=[CH:15][CH:16]=[CH:17][N:12]=3)[O:19][CH:2]=2)=[CH:6][N:7]=1. The reactants are Br[CH2:2][C:3]([C:5]1[CH:6]=[N:7][C:8]([Br:11])=[CH:9][CH:10]=1)=O.[N:12]1[CH:17]=[CH:16][CH:15]=[CH:14][C:13]=1[C:18]([NH2:20])=[O:19].C([O-])(O)=O.[Na+]. The catalyst is CCOC(C)=O. (3) The reactants are [NH2:1][C@@H:2]1[CH2:6][CH2:5][C@H:4]([C:7]2[CH:15]=[CH:14][C:13]([C:16]([NH2:18])=[O:17])=[C:12]3[C:8]=2[CH:9]=[CH:10][NH:11]3)[CH2:3]1.CCN(C(C)C)C(C)C.[C:28](Cl)(=[O:31])[CH:29]=[CH2:30]. The catalyst is C(Cl)Cl. The product is [C:28]([NH:1][C@@H:2]1[CH2:6][CH2:5][C@H:4]([C:7]2[CH:15]=[CH:14][C:13]([C:16]([NH2:18])=[O:17])=[C:12]3[C:8]=2[CH:9]=[CH:10][NH:11]3)[CH2:3]1)(=[O:31])[CH:29]=[CH2:30]. The yield is 0.330. (4) The reactants are [C:1]([O:5][C:6]([NH:8][C:9]1([CH2:12][C:13]([OH:15])=O)[CH2:11][CH2:10]1)=[O:7])([CH3:4])([CH3:3])[CH3:2].[CH2:16]([O:23][N:24]1[C:30](=[O:31])[N:29]2[CH2:32][C@H:25]1[CH2:26][CH2:27][C@H:28]2[C:33]([NH:35][NH2:36])=[O:34])[C:17]1[CH:22]=[CH:21][CH:20]=[CH:19][CH:18]=1.CCN(C(C)C)C(C)C.CN(C(ON1N=NC2C=CC=NC1=2)=[N+](C)C)C.F[P-](F)(F)(F)(F)F. The catalyst is CN(C=O)C. The product is [CH2:16]([O:23][N:24]1[C:30](=[O:31])[N:29]2[CH2:32][C@H:25]1[CH2:26][CH2:27][C@H:28]2[C:33]([NH:35][NH:36][C:13](=[O:15])[CH2:12][C:9]1([NH:8][C:6](=[O:7])[O:5][C:1]([CH3:2])([CH3:3])[CH3:4])[CH2:10][CH2:11]1)=[O:34])[C:17]1[CH:22]=[CH:21][CH:20]=[CH:19][CH:18]=1. The yield is 0.700. (5) The reactants are C(=O)(O)[O-].[Na+].Cl[C:7]([O:9][CH2:10][CH3:11])=[O:8].[Cl:12][C:13]1[C:18]2[CH2:19][O:20][C@:21]3([CH3:26])[C@H:25]([C:17]=2[CH:16]=[CH:15][CH:14]=1)[CH2:24][NH:23][CH2:22]3. The catalyst is C1COCC1.O. The product is [Cl:12][C:13]1[C:18]2[CH2:19][O:20][C@:21]3([CH3:26])[C@H:25]([C:17]=2[CH:16]=[CH:15][CH:14]=1)[CH2:24][N:23]([C:7]([O:9][CH2:10][CH3:11])=[O:8])[CH2:22]3. The yield is 1.00. (6) The reactants are Br[C:2]1[N:3]=[C:4]2[C:10]([C:11]([NH:13][C:14]([CH3:18])([CH3:17])[CH2:15][OH:16])=[O:12])=[CH:9][N:8]([CH2:19][O:20][CH2:21][CH2:22][Si:23]([CH3:26])([CH3:25])[CH3:24])[C:5]2=[N:6][CH:7]=1.[I-].[Na+].CN[C@@H]1CCCC[C@H]1NC.[Cl:39][C:40]1[CH:41]=[C:42]2[C:46](=[CH:47][CH:48]=1)[NH:45][N:44]=[CH:43]2.[O-]P([O-])([O-])=O.[K+].[K+].[K+]. The catalyst is C1(C)C=CC=CC=1.[Cu]I. The product is [OH:16][CH2:15][C:14]([NH:13][C:11]([C:10]1[C:4]2[C:5](=[N:6][CH:7]=[C:2]([N:45]3[C:46]4[C:42](=[CH:41][C:40]([Cl:39])=[CH:48][CH:47]=4)[CH:43]=[N:44]3)[N:3]=2)[N:8]([CH2:19][O:20][CH2:21][CH2:22][Si:23]([CH3:26])([CH3:25])[CH3:24])[CH:9]=1)=[O:12])([CH3:18])[CH3:17]. The yield is 0.740. (7) The yield is 0.790. The reactants are C(N(CC)CC)C.[C:8]([NH:11][C:12]1[S:13][C:14]([S:18](Cl)(=[O:20])=[O:19])=[C:15]([CH3:17])[N:16]=1)(=[O:10])[CH3:9].[CH:22]([O:35][C:36]1[C:37]2[C:49](=[O:50])[N:48]([CH2:51][C:52]3[CH:57]=[CH:56][C:55]([F:58])=[CH:54][CH:53]=3)[CH2:47][C:38]=2[C:39]([OH:46])=[C:40]2[C:45]=1[N:44]=[CH:43][CH:42]=[CH:41]2)([C:29]1[CH:34]=[CH:33][CH:32]=[CH:31][CH:30]=1)[C:23]1[CH:28]=[CH:27][CH:26]=[CH:25][CH:24]=1.CCOC(C)=O.CCCCCC. The product is [CH:22]([O:35][C:36]1[C:37]2[C:49](=[O:50])[N:48]([CH2:51][C:52]3[CH:57]=[CH:56][C:55]([F:58])=[CH:54][CH:53]=3)[CH2:47][C:38]=2[C:39]([O:46][S:18]([C:14]2[S:13][C:12]([NH:11][C:8](=[O:10])[CH3:9])=[N:16][C:15]=2[CH3:17])(=[O:19])=[O:20])=[C:40]2[C:45]=1[N:44]=[CH:43][CH:42]=[CH:41]2)([C:23]1[CH:28]=[CH:27][CH:26]=[CH:25][CH:24]=1)[C:29]1[CH:30]=[CH:31][CH:32]=[CH:33][CH:34]=1. The catalyst is CN(C1C=CN=CC=1)C.CCOC(C)=O. (8) The reactants are [C:1]([C:5]1[O:9][N:8]=[C:7]([NH:10][C:11]([NH:13][C:14]2[CH:19]=[CH:18][CH:17]=[C:16]([O:20][C:21]3[C:30]4[C:25](=[CH:26][C:27]([O:33][CH2:34][CH2:35]Cl)=[C:28]([O:31][CH3:32])[CH:29]=4)[N:24]=[CH:23][N:22]=3)[CH:15]=2)=[O:12])[CH:6]=1)([CH3:4])([CH3:3])[CH3:2].[NH:37]1[CH2:42][CH2:41][O:40][CH2:39][CH2:38]1.C(N(C(C)C)CC)(C)C. The catalyst is CN(C=O)C.[I-].C([N+](CCCC)(CCCC)CCCC)CCC. The product is [C:1]([C:5]1[O:9][N:8]=[C:7]([NH:10][C:11]([NH:13][C:14]2[CH:19]=[CH:18][CH:17]=[C:16]([O:20][C:21]3[C:30]4[C:25](=[CH:26][C:27]([O:33][CH2:34][CH2:35][N:37]5[CH2:42][CH2:41][O:40][CH2:39][CH2:38]5)=[C:28]([O:31][CH3:32])[CH:29]=4)[N:24]=[CH:23][N:22]=3)[CH:15]=2)=[O:12])[CH:6]=1)([CH3:4])([CH3:3])[CH3:2]. The yield is 0.210. (9) The reactants are O(S(C(F)(F)F)(=O)=O)S(C(F)(F)F)(=O)=O.[CH2:16]([O:23][N:24]1[C:30](=[O:31])[N:29]2[CH2:32][C@H:25]1[CH2:26][CH2:27][C@H:28]2[C:33]([NH:35][NH:36][C:37](=O)[CH2:38][CH2:39][CH2:40][NH:41][C:42](=[O:48])[O:43][C:44]([CH3:47])([CH3:46])[CH3:45])=[O:34])[C:17]1[CH:22]=[CH:21][CH:20]=[CH:19][CH:18]=1.C([O-])(O)=O.[Na+]. The catalyst is C(Cl)Cl. The product is [CH2:16]([O:23][N:24]1[C:30](=[O:31])[N:29]2[CH2:32][C@H:25]1[CH2:26][CH2:27][C@H:28]2[C:33]1[O:34][C:37]([CH2:38][CH2:39][CH2:40][NH:41][C:42](=[O:48])[O:43][C:44]([CH3:46])([CH3:47])[CH3:45])=[N:36][N:35]=1)[C:17]1[CH:22]=[CH:21][CH:20]=[CH:19][CH:18]=1. The yield is 0.540.